This data is from Reaction yield outcomes from USPTO patents with 853,638 reactions. The task is: Predict the reaction yield, written as a fraction of the theoretical maximum amount of product (1.0 means a 100% yield; for example, 0.34 means a 34% yield). (1) The reactants are [Cl:1][C:2]1[C:7]([F:8])=[CH:6][C:5]([CH3:9])=[CH:4][N:3]=1.[Br:10]N1C(=O)CCC1=O. The catalyst is C(Cl)(Cl)(Cl)Cl.C(OOC(=O)C1C=CC=CC=1)(=O)C1C=CC=CC=1. The product is [Br:10][CH2:9][C:5]1[CH:6]=[C:7]([F:8])[C:2]([Cl:1])=[N:3][CH:4]=1. The yield is 0.510. (2) The reactants are Br[C:2]1[CH:7]=[CH:6][C:5]([C:8]2[N:17]=[C:16]([NH:18][C:19]3[NH:20][N:21]=[C:22]([CH3:24])[CH:23]=3)[C:15]3[C:10](=[CH:11][CH:12]=[CH:13][CH:14]=3)[N:9]=2)=[CH:4][CH:3]=1.[C:25]1(B(O)O)[CH:30]=[CH:29][CH:28]=[CH:27][CH:26]=1.C([O-])([O-])=O.[Na+].[Na+].C1(P(C2C=CC=CC=2)C2C=CC=CC=2)C=CC=CC=1. The catalyst is C1COCC1.O.C([O-])(=O)C.[Pd+2].C([O-])(=O)C. The product is [C:2]1([C:25]2[CH:30]=[CH:29][CH:28]=[CH:27][CH:26]=2)[CH:7]=[CH:6][C:5]([C:8]2[N:17]=[C:16]([NH:18][C:19]3[NH:20][N:21]=[C:22]([CH3:24])[CH:23]=3)[C:15]3[C:10](=[CH:11][CH:12]=[CH:13][CH:14]=3)[N:9]=2)=[CH:4][CH:3]=1. The yield is 0.510. (3) The reactants are C(Cl)(=O)C(Cl)=O.CS(C)=O.[CH2:11]([C:18]1[C:23](=[O:24])[N:22]2[CH:25]=[CH:26][CH:27]=[CH:28][C:21]2=[N:20][C:19]=1[CH2:29][OH:30])[C:12]1[CH:17]=[CH:16][CH:15]=[CH:14][CH:13]=1.C(N(CC)CC)C. The catalyst is ClCCl.C(OCC)(=O)C.O. The product is [CH2:11]([C:18]1[C:23](=[O:24])[N:22]2[CH:25]=[CH:26][CH:27]=[CH:28][C:21]2=[N:20][C:19]=1[CH:29]=[O:30])[C:12]1[CH:17]=[CH:16][CH:15]=[CH:14][CH:13]=1. The yield is 0.670.